Predict which catalyst facilitates the given reaction. From a dataset of Catalyst prediction with 721,799 reactions and 888 catalyst types from USPTO. (1) Reactant: Br[CH2:2][C:3]1[C:4]([F:21])=[C:5]([O:10][C:11]2[C:20]3[C:15](=[CH:16][CH:17]=[CH:18][CH:19]=3)[CH:14]=[CH:13][CH:12]=2)[C:6]([Cl:9])=[CH:7][CH:8]=1.[NH3:22].CO. Product: [Cl:9][C:6]1[CH:7]=[CH:8][C:3]([CH2:2][NH2:22])=[C:4]([F:21])[C:5]=1[O:10][C:11]1[C:20]2[C:15](=[CH:16][CH:17]=[CH:18][CH:19]=2)[CH:14]=[CH:13][CH:12]=1. The catalyst class is: 4. (2) Reactant: [F:1][C:2]1[CH:7]=[C:6]([F:8])[CH:5]=[CH:4][C:3]=1[CH2:9][C:10]([OH:12])=O.[C:13](Cl)(=O)[C:14](Cl)=O.[Cl-].[Al+3].[Cl-].[Cl-].Cl. Product: [F:8][C:6]1[CH:5]=[C:4]2[C:3](=[C:2]([F:1])[CH:7]=1)[CH2:9][C:10](=[O:12])[CH2:14][CH2:13]2. The catalyst class is: 306. (3) Reactant: [F:1][C:2]1[CH:10]=[CH:9][CH:8]=[C:7]2[C:3]=1[C:4]1([C:23]3[C:14](=[CH:15][C:16]4[O:21][CH2:20][CH2:19][O:18][C:17]=4[CH:22]=3)[O:13][CH2:12]1)[C:5](=[O:11])[NH:6]2.Cl.Cl[CH2:26][C:27]1[C:32]([C:33]([F:36])([F:35])[F:34])=[CH:31][CH:30]=[CH:29][N:28]=1.C(=O)([O-])[O-].[Cs+].[Cs+]. Product: [F:1][C:2]1[CH:10]=[CH:9][CH:8]=[C:7]2[C:3]=1[C:4]1([C:23]3[C:14](=[CH:15][C:16]4[O:21][CH2:20][CH2:19][O:18][C:17]=4[CH:22]=3)[O:13][CH2:12]1)[C:5](=[O:11])[N:6]2[CH2:26][C:27]1[C:32]([C:33]([F:35])([F:34])[F:36])=[CH:31][CH:30]=[CH:29][N:28]=1. The catalyst class is: 3. (4) Reactant: C(OC([NH:8][C:9]1[CH:10]=[CH:11][C:12]([C:15]2[CH:16]=[N:17][C:18](Cl)=[C:19]([C:21]([O:23][CH3:24])=[O:22])[CH:20]=2)=[N:13][CH:14]=1)=O)(C)(C)C.[CH3:26][NH2:27]. Product: [NH2:8][C:9]1[CH:10]=[CH:11][C:12]([C:15]2[CH:16]=[N:17][C:18]([NH:27][CH3:26])=[C:19]([C:21]([O:23][CH3:24])=[O:22])[CH:20]=2)=[N:13][CH:14]=1. The catalyst class is: 1. (5) Reactant: [Cr](Cl)([O-])(=O)=O.[NH+]1C=CC=CC=1.[C:12]([O:22][CH3:23])(=[O:21])[CH:13]([C:15]1[CH:20]=[CH:19][CH:18]=[CH:17][CH:16]=1)[OH:14]. Product: [O:14]=[C:13]([C:15]1[CH:20]=[CH:19][CH:18]=[CH:17][CH:16]=1)[C:12]([O:22][CH3:23])=[O:21]. The catalyst class is: 363. (6) Product: [CH3:13][O:12][C:10](=[O:11])[CH2:9][S:1][C:2]1[CH:7]=[CH:6][CH:5]=[CH:4][N:3]=1. Reactant: [SH:1][C:2]1[CH:7]=[CH:6][CH:5]=[CH:4][N:3]=1.Br[CH2:9][C:10]([O:12][CH3:13])=[O:11].CCN(CC)CC. The catalyst class is: 23. (7) Reactant: Cl.[CH3:2][O:3][C:4](=[O:13])[C:5]1[CH:10]=[CH:9][C:8]([CH2:11][NH2:12])=[CH:7][CH:6]=1.CCN(C(C)C)C(C)C.Cl.[N:24]1([C:29](N)=[NH:30])C=CC=N1. Product: [CH3:2][O:3][C:4](=[O:13])[C:5]1[CH:10]=[CH:9][C:8]([CH2:11][NH:12][C:29]([NH2:30])=[NH:24])=[CH:7][CH:6]=1. The catalyst class is: 3. (8) The catalyst class is: 5. Product: [C:4]([CH2:5][C@H:6]([NH:23][C:24](=[O:30])[CH2:25][CH2:26][C:27]([OH:29])=[O:28])[CH2:7][C:8]1[CH:13]=[CH:12][C:11]([C:14]2[CH:19]=[C:18]([F:20])[CH:17]=[CH:16][C:15]=2[O:21][CH3:22])=[CH:10][CH:9]=1)([OH:31])=[O:3]. Reactant: C([O:3][C:4](=[O:31])[CH2:5][C@H:6]([NH:23][C:24](=[O:30])[CH2:25][CH2:26][C:27]([OH:29])=[O:28])[CH2:7][C:8]1[CH:13]=[CH:12][C:11]([C:14]2[CH:19]=[C:18]([F:20])[CH:17]=[CH:16][C:15]=2[O:21][CH3:22])=[CH:10][CH:9]=1)C.[OH-].[Na+].